Task: Regression. Given two drug SMILES strings and cell line genomic features, predict the synergy score measuring deviation from expected non-interaction effect.. Dataset: NCI-60 drug combinations with 297,098 pairs across 59 cell lines (1) Drug 1: CC(C)(C#N)C1=CC(=CC(=C1)CN2C=NC=N2)C(C)(C)C#N. Drug 2: CN(CC1=CN=C2C(=N1)C(=NC(=N2)N)N)C3=CC=C(C=C3)C(=O)NC(CCC(=O)O)C(=O)O. Cell line: OVCAR-8. Synergy scores: CSS=45.5, Synergy_ZIP=-3.27, Synergy_Bliss=-8.10, Synergy_Loewe=-30.3, Synergy_HSA=-7.95. (2) Drug 1: CCC1=CC2CC(C3=C(CN(C2)C1)C4=CC=CC=C4N3)(C5=C(C=C6C(=C5)C78CCN9C7C(C=CC9)(C(C(C8N6C)(C(=O)OC)O)OC(=O)C)CC)OC)C(=O)OC.C(C(C(=O)O)O)(C(=O)O)O. Drug 2: CC(C1=C(C=CC(=C1Cl)F)Cl)OC2=C(N=CC(=C2)C3=CN(N=C3)C4CCNCC4)N. Cell line: UO-31. Synergy scores: CSS=7.72, Synergy_ZIP=-2.78, Synergy_Bliss=-0.967, Synergy_Loewe=1.46, Synergy_HSA=1.53. (3) Drug 1: CC12CCC3C(C1CCC2=O)CC(=C)C4=CC(=O)C=CC34C. Drug 2: CC1OCC2C(O1)C(C(C(O2)OC3C4COC(=O)C4C(C5=CC6=C(C=C35)OCO6)C7=CC(=C(C(=C7)OC)O)OC)O)O. Cell line: HOP-92. Synergy scores: CSS=60.8, Synergy_ZIP=0.236, Synergy_Bliss=1.15, Synergy_Loewe=3.07, Synergy_HSA=3.63. (4) Drug 1: C#CCC(CC1=CN=C2C(=N1)C(=NC(=N2)N)N)C3=CC=C(C=C3)C(=O)NC(CCC(=O)O)C(=O)O. Drug 2: CC1CCCC2(C(O2)CC(NC(=O)CC(C(C(=O)C(C1O)C)(C)C)O)C(=CC3=CSC(=N3)C)C)C. Cell line: SNB-75. Synergy scores: CSS=41.3, Synergy_ZIP=-2.10, Synergy_Bliss=-3.72, Synergy_Loewe=-2.18, Synergy_HSA=-2.03.